From a dataset of Peptide-MHC class I binding affinity with 185,985 pairs from IEDB/IMGT. Regression. Given a peptide amino acid sequence and an MHC pseudo amino acid sequence, predict their binding affinity value. This is MHC class I binding data. (1) The peptide sequence is DIVSKLTFL. The MHC is HLA-A02:01 with pseudo-sequence HLA-A02:01. The binding affinity (normalized) is 0.172. (2) The peptide sequence is FPFKYAAAF. The MHC is HLA-A23:01 with pseudo-sequence HLA-A23:01. The binding affinity (normalized) is 0.195. (3) The peptide sequence is RENLLLGVGL. The MHC is HLA-B44:03 with pseudo-sequence HLA-B44:03. The binding affinity (normalized) is 0.475.